Dataset: Catalyst prediction with 721,799 reactions and 888 catalyst types from USPTO. Task: Predict which catalyst facilitates the given reaction. (1) Reactant: [OH:1][CH2:2][C:3]1([NH:6][C:7](=[O:13])[O:8][C:9]([CH3:12])([CH3:11])[CH3:10])[CH2:5][CH2:4]1.[CH3:14][C:15]1[CH:20]=[CH:19][C:18]([S:21](Cl)(=[O:23])=[O:22])=[CH:17][CH:16]=1. Product: [CH3:14][C:15]1[CH:20]=[CH:19][C:18]([S:21]([O:1][CH2:2][C:3]2([NH:6][C:7]([O:8][C:9]([CH3:10])([CH3:12])[CH3:11])=[O:13])[CH2:4][CH2:5]2)(=[O:23])=[O:22])=[CH:17][CH:16]=1. The catalyst class is: 64. (2) Reactant: [H-].[Na+].[Br:3][C:4]1[CH:5]=[CH:6][C:7]2[NH:8][C:9]3[C:14]([C:15]=2[CH:16]=1)=[CH:13][C:12]([Br:17])=[CH:11][CH:10]=3.Cl[Si:19]([C:32]1[CH:37]=[CH:36][CH:35]=[CH:34][CH:33]=1)([C:26]1[CH:31]=[CH:30][CH:29]=[CH:28][CH:27]=1)[C:20]1[CH:25]=[CH:24][CH:23]=[CH:22][CH:21]=1.[NH4+].[Cl-]. Product: [Br:17][C:12]1[CH:11]=[CH:10][C:9]2[N:8]([Si:19]([C:26]3[CH:27]=[CH:28][CH:29]=[CH:30][CH:31]=3)([C:32]3[CH:37]=[CH:36][CH:35]=[CH:34][CH:33]=3)[C:20]3[CH:21]=[CH:22][CH:23]=[CH:24][CH:25]=3)[C:7]3[C:15]([C:14]=2[CH:13]=1)=[CH:16][C:4]([Br:3])=[CH:5][CH:6]=3. The catalyst class is: 1. (3) Reactant: [SH:1][C:2]1[CH:3]=[C:4]([CH:9]=[C:10]([SH:12])[CH:11]=1)[C:5]([O:7][CH3:8])=[O:6].[C:13]([C:17]1[CH:18]=[C:19]([CH:22]=[C:23]([C:25]([CH3:28])([CH3:27])[CH3:26])[CH:24]=1)[CH2:20]Br)([CH3:16])([CH3:15])[CH3:14].C(=O)([O-])[O-].[K+].[K+]. Product: [C:13]([C:17]1[CH:18]=[C:19]([CH:22]=[C:23]([C:25]([CH3:28])([CH3:27])[CH3:26])[CH:24]=1)[CH2:20][S:1][C:2]1[CH:3]=[C:4]([CH:9]=[C:10]([S:12][CH2:20][C:19]2[CH:18]=[C:17]([C:13]([CH3:15])([CH3:14])[CH3:16])[CH:24]=[C:23]([C:25]([CH3:28])([CH3:27])[CH3:26])[CH:22]=2)[CH:11]=1)[C:5]([O:7][CH3:8])=[O:6])([CH3:16])([CH3:15])[CH3:14]. The catalyst class is: 21. (4) Reactant: C([Li])CCC.Br[C:7]1[CH:16]=[CH:15][CH:14]=[C:13]2[C:8]=1[CH2:9][CH2:10][CH2:11][CH2:12]2.BrC1C=C2C(=CC=1)CCCC2.C1([C:38]([OH:40])=[O:39])C2CCCCC=2C=CC=1. Product: [CH:14]1[C:13]2[CH2:12][CH2:11][CH2:10][CH2:9][C:8]=2[CH:7]=[CH:16][C:15]=1[C:38]([OH:40])=[O:39]. The catalyst class is: 134. (5) Reactant: [Br:1][C:2]1[CH:7]=[CH:6][N:5]=[C:4]2[NH:8][C:9]([CH2:11][C:12]([O:14]C(C)(C)C)=[O:13])=[CH:10][C:3]=12.[C:19]([OH:25])([C:21]([F:24])([F:23])[F:22])=[O:20]. The catalyst class is: 2. Product: [F:22][C:21]([F:24])([F:23])[C:19]([OH:25])=[O:20].[Br:1][C:2]1[CH:7]=[CH:6][N:5]=[C:4]2[NH:8][C:9]([CH2:11][C:12]([OH:14])=[O:13])=[CH:10][C:3]=12. (6) Reactant: C1(P(C2CCCCC2)C2CCCCC2)CCCCC1.Cl[C:21]1[CH:26]=[N:25][CH:24]=[C:23]([Cl:27])[N:22]=1.[B:28]1([B:28]2[O:32][C:31]([CH3:34])([CH3:33])[C:30]([CH3:36])([CH3:35])[O:29]2)[O:32][C:31]([CH3:34])([CH3:33])[C:30]([CH3:36])([CH3:35])[O:29]1.C([O-])(=O)C.[K+]. Product: [Cl:27][C:23]1[CH:24]=[N:25][CH:26]=[C:21]([B:28]2[O:32][C:31]([CH3:34])([CH3:33])[C:30]([CH3:36])([CH3:35])[O:29]2)[N:22]=1. The catalyst class is: 62. (7) Reactant: O[CH2:2][CH2:3][O:4][C:5]1[CH:6]=[CH:7][C:8]([C:21]2[NH:30][C:29](=[O:31])[C:28]3[C:23](=[CH:24][C:25]([O:34][CH3:35])=[CH:26][C:27]=3[O:32][CH3:33])[N:22]=2)=[N:9][C:10]=1[C:11]1[CH:16]=[CH:15][C:14]([S:17]([CH3:20])(=[O:19])=[O:18])=[CH:13][CH:12]=1.P(Br)(Br)[Br:37]. Product: [Br:37][CH2:2][CH2:3][O:4][C:5]1[CH:6]=[CH:7][C:8]([C:21]2[NH:30][C:29](=[O:31])[C:28]3[C:23](=[CH:24][C:25]([O:34][CH3:35])=[CH:26][C:27]=3[O:32][CH3:33])[N:22]=2)=[N:9][C:10]=1[C:11]1[CH:16]=[CH:15][C:14]([S:17]([CH3:20])(=[O:19])=[O:18])=[CH:13][CH:12]=1. The catalyst class is: 3. (8) Reactant: Cl[C:2]1[N:6]([CH2:7][O:8][CH2:9][CH2:10][Si:11]([CH3:14])([CH3:13])[CH3:12])[C:5]2[CH:15]=[CH:16][CH:17]=[CH:18][C:4]=2[N:3]=1.[OH:19][C:20]1[CH:25]=[CH:24][C:23]([NH:26][C:27](=[O:33])[O:28][C:29]([CH3:32])([CH3:31])[CH3:30])=[CH:22][CH:21]=1.C(=O)([O-])[O-].[Cs+].[Cs+]. The catalyst class is: 3. Product: [CH3:12][Si:11]([CH3:14])([CH3:13])[CH2:10][CH2:9][O:8][CH2:7][N:6]1[C:5]2[CH:15]=[CH:16][CH:17]=[CH:18][C:4]=2[N:3]=[C:2]1[O:19][C:20]1[CH:21]=[CH:22][C:23]([NH:26][C:27](=[O:33])[O:28][C:29]([CH3:31])([CH3:30])[CH3:32])=[CH:24][CH:25]=1. (9) Reactant: C1(N)CCCCC1.C1(N)CCCCC1.[N+:15]([CH2:18][C@:19]1([CH2:26][C:27]([OH:29])=[O:28])[CH2:25][C@@H:24]2[C@H:20]1[CH2:21][CH2:22][CH2:23]2)([O-])=O.Cl. The catalyst class is: 13. Product: [NH2:15][CH2:18][C@:19]1([CH2:26][C:27]([OH:29])=[O:28])[CH2:25][C@@H:24]2[C@H:20]1[CH2:21][CH2:22][CH2:23]2.